This data is from Full USPTO retrosynthesis dataset with 1.9M reactions from patents (1976-2016). The task is: Predict the reactants needed to synthesize the given product. (1) The reactants are: [CH2:1]([O:3][C:4]([C@H:6]1[CH2:15][C@@H:14]([NH:16][CH2:17][C:18]2[CH:23]=[C:22]([C:24]([F:27])([F:26])[F:25])[CH:21]=[C:20]([C:28]([F:31])([F:30])[F:29])[CH:19]=2)[C:13]2[C:8](=[CH:9][C:10]([O:34][CH3:35])=[C:11]([O:32][CH3:33])[CH:12]=2)[N:7]1[C:36]([O:38][CH:39]([CH2:41][CH3:42])[CH3:40])=[O:37])=[O:5])[CH3:2].N1C=CC=CC=1.Cl[C:50]([O:52][CH3:53])=[O:51]. Given the product [CH2:1]([O:3][C:4]([C@H:6]1[CH2:15][C@@H:14]([N:16]([CH2:17][C:18]2[CH:19]=[C:20]([C:28]([F:31])([F:29])[F:30])[CH:21]=[C:22]([C:24]([F:25])([F:26])[F:27])[CH:23]=2)[C:50]([O:52][CH3:53])=[O:51])[C:13]2[C:8](=[CH:9][C:10]([O:34][CH3:35])=[C:11]([O:32][CH3:33])[CH:12]=2)[N:7]1[C:36]([O:38][CH:39]([CH2:41][CH3:42])[CH3:40])=[O:37])=[O:5])[CH3:2], predict the reactants needed to synthesize it. (2) Given the product [C:22]([O:21][C:19]([NH:18][C:15]1[S:16][CH:17]=[C:13](/[C:12](=[N:26]/[O:27][C:28]([CH3:37])([CH3:36])[C:29]([O:31][C:32]([CH3:35])([CH3:34])[CH3:33])=[O:30])/[C:11](=[O:38])[NH:10][C@H:9]2[C@@H:6]([CH2:5][N:4]3[CH2:3][CH2:2][NH:1][C:45]3=[O:46])[NH:7][C:8]2=[O:39])[N:14]=1)=[O:20])([CH3:25])([CH3:24])[CH3:23], predict the reactants needed to synthesize it. The reactants are: [NH2:1][CH2:2][CH2:3][NH:4][CH2:5][C@@H:6]1[C@H:9]([NH:10][C:11](=[O:38])/[C:12](=[N:26]\[O:27][C:28]([CH3:37])([CH3:36])[C:29]([O:31][C:32]([CH3:35])([CH3:34])[CH3:33])=[O:30])/[C:13]2[N:14]=[C:15]([NH:18][C:19]([O:21][C:22]([CH3:25])([CH3:24])[CH3:23])=[O:20])[S:16][CH:17]=2)[C:8](=[O:39])[NH:7]1.C1N=CN([C:45](N2C=NC=C2)=[O:46])C=1.